Dataset: Full USPTO retrosynthesis dataset with 1.9M reactions from patents (1976-2016). Task: Predict the reactants needed to synthesize the given product. Given the product [CH2:2]=[C:3]1[O:7][C:6]([C:9]23[CH2:16][CH:15]4[CH2:17][CH:11]([CH2:12][CH:13]([CH2:14]4)[CH2:18]2)[CH2:10]3)([CH3:8])[O:5][C:4]1=[O:19], predict the reactants needed to synthesize it. The reactants are: Br[CH2:2][CH:3]1[O:7][C:6]([C:9]23[CH2:18][CH:13]4[CH2:14][CH:15]([CH2:17][CH:11]([CH2:12]4)[CH2:10]2)[CH2:16]3)([CH3:8])[O:5][C:4]1=[O:19].C1CCN2C(=NCCC2)CC1.